Dataset: Full USPTO retrosynthesis dataset with 1.9M reactions from patents (1976-2016). Task: Predict the reactants needed to synthesize the given product. Given the product [Si:1]([O:8][CH2:9][C:10]1[CH:11]=[C:12]([C:21]2[CH:26]=[N:25][C:24]([O:27][CH2:28][C:29]([F:31])([F:32])[F:30])=[CH:23][CH:22]=2)[C:13]([F:16])=[N:14][CH:15]=1)([C:4]([CH3:7])([CH3:6])[CH3:5])([CH3:3])[CH3:2], predict the reactants needed to synthesize it. The reactants are: [Si:1]([O:8][CH2:9][C:10]1[CH:11]=[C:12](B(O)O)[C:13]([F:16])=[N:14][CH:15]=1)([C:4]([CH3:7])([CH3:6])[CH3:5])([CH3:3])[CH3:2].Br[C:21]1[CH:22]=[CH:23][C:24]([O:27][CH2:28][C:29]([F:32])([F:31])[F:30])=[N:25][CH:26]=1.C([O-])([O-])=O.[Na+].[Na+].